From a dataset of Retrosynthesis with 50K atom-mapped reactions and 10 reaction types from USPTO. Predict the reactants needed to synthesize the given product. (1) Given the product CSc1cc2c(cc1C(F)(F)F)N(C(=O)Nc1ccc(C(=O)O)cc1)CC2, predict the reactants needed to synthesize it. The reactants are: CCOC(=O)c1ccc(NC(=O)N2CCc3cc(SC)c(C(F)(F)F)cc32)cc1. (2) Given the product CC(C)(C)OC(=O)N[C@H](CO)CS, predict the reactants needed to synthesize it. The reactants are: COC(=O)[C@H](CS)NC(=O)OC(C)(C)C. (3) Given the product O=C(NC(=S)N[C@@]1(c2ccc(F)cc2F)COCC[C@H]1CO)OCC1c2ccccc2-c2ccccc21, predict the reactants needed to synthesize it. The reactants are: N[C@@]1(c2ccc(F)cc2F)COCC[C@H]1CO.O=C(N=C=S)OCC1c2ccccc2-c2ccccc21. (4) The reactants are: CN1CC(N2CCN(C(=O)Nc3cc(Oc4ccc(N)cc4F)ncn3)CC2)C1.O=C(Cc1ccc(F)cc1)N=C=S. Given the product CN1CC(N2CCN(C(=O)Nc3cc(Oc4ccc(NC(=S)NC(=O)Cc5ccc(F)cc5)cc4F)ncn3)CC2)C1, predict the reactants needed to synthesize it.